From a dataset of Full USPTO retrosynthesis dataset with 1.9M reactions from patents (1976-2016). Predict the reactants needed to synthesize the given product. (1) Given the product [C:28]([C:32]1[CH:33]=[C:34]2[C:39](=[CH:40][CH:41]=1)[C:38](=[O:42])[N:37]([C:43]1[CH:53]=[CH:52][CH:51]=[C:50]([C:2]3[CH:3]=[C:4]([NH:10][C:11]4[CH:16]=[CH:15][C:14]([O:17][C:18]([CH3:27])([CH3:26])[CH2:19][N:20]5[CH2:23][C:22]([F:25])([F:24])[CH2:21]5)=[CH:13][N:12]=4)[C:5](=[O:9])[N:6]([CH3:8])[N:7]=3)[C:44]=1[CH2:45][OH:46])[N:36]=[CH:35]2)([CH3:31])([CH3:29])[CH3:30], predict the reactants needed to synthesize it. The reactants are: Cl[C:2]1[CH:3]=[C:4]([NH:10][C:11]2[CH:16]=[CH:15][C:14]([O:17][C:18]([CH3:27])([CH3:26])[CH2:19][N:20]3[CH2:23][C:22]([F:25])([F:24])[CH2:21]3)=[CH:13][N:12]=2)[C:5](=[O:9])[N:6]([CH3:8])[N:7]=1.[C:28]([C:32]1[CH:33]=[C:34]2[C:39](=[CH:40][CH:41]=1)[C:38](=[O:42])[N:37]([C:43]1[CH:53]=[CH:52][CH:51]=[C:50](B3OC(C)(C)C(C)(C)O3)[C:44]=1[CH2:45][O:46]C(=O)C)[N:36]=[CH:35]2)([CH3:31])([CH3:30])[CH3:29].[O-]P([O-])([O-])=O.[K+].[K+].[K+].CC(C1C=C(C(C)C)C(C2C=CC=CC=2P(C2CCCCC2)C2CCCCC2)=C(C(C)C)C=1)C. (2) The reactants are: [F:1][C:2]([Si](C)(C)C)([F:4])[F:3].[F-].[CH2:23]([N+]([CH2:23][CH2:24][CH2:25][CH3:26])([CH2:23][CH2:24][CH2:25][CH3:26])[CH2:23][CH2:24][CH2:25][CH3:26])[CH2:24][CH2:25][CH3:26].[CH2:27]1[CH2:31][O:30][CH2:29][CH2:28]1. Given the product [F:1][C:2]([F:4])([F:3])[CH:31]([C:27]1[CH:25]=[CH:24][CH:23]=[CH:29][C:28]=1[C:24]1[CH:25]=[CH:23][CH:24]=[C:25]([CH3:26])[CH:23]=1)[OH:30], predict the reactants needed to synthesize it.